This data is from Full USPTO retrosynthesis dataset with 1.9M reactions from patents (1976-2016). The task is: Predict the reactants needed to synthesize the given product. (1) Given the product [O:43]1[C:44]2[CH:45]=[CH:46][C:38]([CH2:37][NH:47][C:23](=[O:24])[CH:22]([N:8]3[CH2:9][CH2:10][CH2:11][C:12]4[CH:17]=[C:16]([O:18][CH3:19])[C:15]([O:20][CH3:21])=[CH:14][C:13]=4[CH:7]3[CH2:6][C:5]3[CH:32]=[CH:33][C:34]([O:35][CH3:36])=[C:3]([O:2][CH3:1])[CH:4]=3)[C:26]3[CH:31]=[CH:30][CH:29]=[CH:28][CH:27]=3)=[CH:39][C:40]=2[O:41][CH2:42]1, predict the reactants needed to synthesize it. The reactants are: [CH3:1][O:2][C:3]1[CH:4]=[C:5]([CH:32]=[CH:33][C:34]=1[O:35][CH3:36])[CH2:6][CH:7]1[C:13]2[CH:14]=[C:15]([O:20][CH3:21])[C:16]([O:18][CH3:19])=[CH:17][C:12]=2[CH2:11][CH2:10][CH2:9][N:8]1[CH:22]([C:26]1[CH:31]=[CH:30][CH:29]=[CH:28][CH:27]=1)[C:23](O)=[O:24].[CH2:37]([NH2:47])[C:38]1[CH:46]=[CH:45][C:44]2[O:43][CH2:42][O:41][C:40]=2[CH:39]=1. (2) Given the product [NH2:19][C:14]1[CH:15]=[C:16]2[C:11](=[C:12]([C:20]3[C:29]4[C:24](=[CH:25][CH:26]=[CH:27][CH:28]=4)[CH:23]=[CH:22][CH:21]=3)[CH:13]=1)[N:10]=[C:9]([P:4](=[O:3])([OH:5])[OH:8])[CH:18]=[CH:17]2, predict the reactants needed to synthesize it. The reactants are: C([O:3][P:4]([C:9]1[CH:18]=[CH:17][C:16]2[C:11](=[C:12]([C:20]3[C:29]4[C:24](=[CH:25][CH:26]=[CH:27][CH:28]=4)[CH:23]=[CH:22][CH:21]=3)[CH:13]=[C:14]([NH2:19])[CH:15]=2)[N:10]=1)(=[O:8])[O:5]CC)C.Br[Si](C)(C)C. (3) Given the product [Cl:1][C:2]1[CH:3]=[CH:4][C:5]([O:6][C:7]2[CH:8]=[CH:9][C:10]([N:13]3[C@@H:17]([C:18]4[CH:23]=[CH:22][CH:21]=[C:20]([C:24]([F:26])([F:25])[F:27])[CH:19]=4)[CH2:16][N:15]([C:38]4[CH:43]=[N:42][CH:41]=[CH:40][N:39]=4)[C:14]3=[O:28])=[CH:11][CH:12]=2)=[CH:29][CH:30]=1, predict the reactants needed to synthesize it. The reactants are: [Cl:1][C:2]1[CH:30]=[CH:29][C:5]([O:6][C:7]2[CH:12]=[CH:11][C:10]([N:13]3[C@@H:17]([C:18]4[CH:23]=[CH:22][CH:21]=[C:20]([C:24]([F:27])([F:26])[F:25])[CH:19]=4)[CH2:16][NH:15][C:14]3=[O:28])=[CH:9][CH:8]=2)=[CH:4][CH:3]=1.C([O-])([O-])=O.[Cs+].[Cs+].Cl[C:38]1[CH:43]=[N:42][CH:41]=[CH:40][N:39]=1. (4) Given the product [CH3:35][C:32]1([CH3:36])[CH2:33][O:34][B:29]([C:7]2[CH:16]=[CH:15][C:10]([C:11]([O:13][CH3:14])=[O:12])=[CH:9][C:8]=2[C:17]([O:19][CH2:20][C:21]2[CH:26]=[CH:25][CH:24]=[CH:23][CH:22]=2)=[O:18])[O:30][CH2:31]1, predict the reactants needed to synthesize it. The reactants are: FC(F)(F)S(O[C:7]1[CH:16]=[CH:15][C:10]([C:11]([O:13][CH3:14])=[O:12])=[CH:9][C:8]=1[C:17]([O:19][CH2:20][C:21]1[CH:26]=[CH:25][CH:24]=[CH:23][CH:22]=1)=[O:18])(=O)=O.[B:29]1([B:29]2[O:34][CH2:33][C:32]([CH3:36])([CH3:35])[CH2:31][O:30]2)[O:34][CH2:33][C:32]([CH3:36])([CH3:35])[CH2:31][O:30]1.CC([O-])=O.[K+]. (5) Given the product [C:19]([C:2]1[CH:3]=[C:4]([CH:9]=[C:10]([C:12]2[CH:17]=[CH:16][C:15]([CH3:18])=[CH:14][N:13]=2)[CH:11]=1)[C:5]([O:7][CH3:8])=[O:6])#[CH:20], predict the reactants needed to synthesize it. The reactants are: Br[C:2]1[CH:3]=[C:4]([CH:9]=[C:10]([C:12]2[CH:17]=[CH:16][C:15]([CH3:18])=[CH:14][N:13]=2)[CH:11]=1)[C:5]([O:7][CH3:8])=[O:6].[CH2:19]([Sn](CCCC)(CCCC)C#C)[CH2:20]CC.[F-].[Cs+].ClCCl. (6) Given the product [Br:19][CH2:18][C:6]1[C:5]([CH2:1][CH2:2][CH2:3][CH3:4])=[C:10]([C:11]2[CH:12]=[CH:13][CH:14]=[CH:15][CH:16]=2)[N:9]=[C:8]([Cl:17])[N:7]=1, predict the reactants needed to synthesize it. The reactants are: [CH2:1]([C:5]1[C:6]([CH3:18])=[N:7][C:8]([Cl:17])=[N:9][C:10]=1[C:11]1[CH:16]=[CH:15][CH:14]=[CH:13][CH:12]=1)[CH2:2][CH2:3][CH3:4].[Br:19]Br. (7) Given the product [Cl:1][C:2]1[CH:10]=[C:9]([Cl:11])[CH:8]=[C:7]2[C:3]=1[CH2:4][CH2:5][N:6]2[C@@H:22]1[O:23][C@H:14]([CH2:13][OH:12])[C@@H:16]([OH:17])[C@H:18]([OH:19])[C@H:20]1[OH:21], predict the reactants needed to synthesize it. The reactants are: [Cl:1][C:2]1[CH:10]=[C:9]([Cl:11])[CH:8]=[C:7]2[C:3]=1[CH2:4][CH2:5][NH:6]2.[O:12]=[CH:13][C@@H:14]([C@H:16]([C@@H:18]([C@@H:20]([CH2:22][OH:23])[OH:21])[OH:19])[OH:17])O.C(O)C. (8) Given the product [CH2:17]([C:19]1[CH:24]=[CH:23][C:22]([NH:25][C:26](=[O:27])[O:9][CH2:8][C:7]([CH3:11])([CH3:10])[C:6]([NH:5][CH2:4][C:3]2[CH:13]=[CH:14][CH:15]=[CH:16][C:2]=2[Cl:1])=[O:12])=[CH:21][CH:20]=1)[CH3:18], predict the reactants needed to synthesize it. The reactants are: [Cl:1][C:2]1[CH:16]=[CH:15][CH:14]=[CH:13][C:3]=1[CH2:4][NH:5][C:6](=[O:12])[C:7]([CH3:11])([CH3:10])[CH2:8][OH:9].[CH2:17]([C:19]1[CH:24]=[CH:23][C:22]([N:25]=[C:26]=[O:27])=[CH:21][CH:20]=1)[CH3:18]. (9) Given the product [C:24]1([CH2:23][O:22][C:19]2[CH:20]=[C:12]([C:10]3[N:11]=[C:7]([C:4]4[CH:5]=[CH:6][N:1]=[CH:2][CH:3]=4)[S:8][CH:9]=3)[C:13](=[O:14])[NH:15][CH:18]=2)[CH:29]=[CH:28][CH:27]=[CH:26][CH:25]=1, predict the reactants needed to synthesize it. The reactants are: [N:1]1[CH:6]=[CH:5][C:4]([C:7]2[S:8][CH:9]=[C:10]([CH2:12][C:13]([NH2:15])=[O:14])[N:11]=2)=[CH:3][CH:2]=1.CN(C)[CH:18]=[C:19]([O:22][CH2:23][C:24]1[CH:29]=[CH:28][CH:27]=[CH:26][CH:25]=1)[CH:20]=O.[H-].[Na+]. (10) The reactants are: [N:1]1([C:6]([C:8]2[CH:13]=[CH:12][C:11]([C:14]3[O:15][C:16]([C:19]4[C:20]([C:25]5[CH:30]=[CH:29][CH:28]=[CH:27][CH:26]=5)=[N:21][O:22][C:23]=4[CH3:24])=[N:17][N:18]=3)=[CH:10][CH:9]=2)=[O:7])C=CN=[CH:2]1.NC[CH:33]1[CH2:35][CH2:34]1. Given the product [CH:33]1([CH2:2][NH:1][C:6](=[O:7])[C:8]2[CH:9]=[CH:10][C:11]([C:14]3[O:15][C:16]([C:19]4[C:20]([C:25]5[CH:26]=[CH:27][CH:28]=[CH:29][CH:30]=5)=[N:21][O:22][C:23]=4[CH3:24])=[N:17][N:18]=3)=[CH:12][CH:13]=2)[CH2:35][CH2:34]1, predict the reactants needed to synthesize it.